From a dataset of Reaction yield outcomes from USPTO patents with 853,638 reactions. Predict the reaction yield, written as a fraction of the theoretical maximum amount of product (1.0 means a 100% yield; for example, 0.34 means a 34% yield). (1) The reactants are [H-].[Al+3].[Li+].[H-].[H-].[H-].[C:7]1([NH:13][CH2:14][C:15]2[CH:22]=[CH:21][C:18]([C:19]#[N:20])=[CH:17][CH:16]=2)[CH:12]=[CH:11][CH:10]=[CH:9][CH:8]=1.O. The catalyst is O1CCCC1. The product is [NH2:20][CH2:19][C:18]1[CH:21]=[CH:22][C:15]([CH2:14][NH:13][C:7]2[CH:12]=[CH:11][CH:10]=[CH:9][CH:8]=2)=[CH:16][CH:17]=1. The yield is 0.970. (2) The reactants are [NH:1]1[C:9]2[C:4](=[CH:5][CH:6]=[CH:7][CH:8]=2)[C:3]2([CH2:14][CH2:13][CH2:12][CH2:11][CH2:10]2)[C:2]1=[O:15].C([O-])(=O)C.[Na+].[Br:21]Br. The catalyst is C(O)(=O)C. The product is [Br:21][C:6]1[CH:5]=[C:4]2[C:9](=[CH:8][CH:7]=1)[NH:1][C:2](=[O:15])[C:3]12[CH2:14][CH2:13][CH2:12][CH2:11][CH2:10]1. The yield is 0.670. (3) The reactants are [O:1]=[C:2]1[CH:6]=[C:5]([C@H:7]2[CH2:12][CH2:11][N:10](C(OC)=O)[C@@H:9]([CH2:17][C:18]3[CH:23]=[CH:22][CH:21]=[CH:20][C:19]=3[C:24]([F:27])([F:26])[F:25])[CH2:8]2)[O:4][NH:3]1.Br. No catalyst specified. The product is [F:27][C:24]([F:25])([F:26])[C:19]1[CH:20]=[CH:21][CH:22]=[CH:23][C:18]=1[CH2:17][C@H:9]1[CH2:8][C@@H:7]([C:5]2[O:4][NH:3][C:2](=[O:1])[CH:6]=2)[CH2:12][CH2:11][NH:10]1. The yield is 0.710. (4) The reactants are [C:1]([O:5][C:6]([NH:8][C@H:9]([CH2:29][C:30]1[CH:35]=[C:34]([F:36])[C:33]([F:37])=[CH:32][C:31]=1[F:38])[CH2:10][C:11]([N:13]1[CH2:18][CH2:17][N:16]2[C:19]([C:25]([F:28])([F:27])[F:26])=[N:20][C:21]([C:22](O)=[O:23])=[C:15]2[CH2:14]1)=[O:12])=[O:7])([CH3:4])([CH3:3])[CH3:2].[NH:39]1[CH2:44][CH2:43][CH:42]([C:45]([NH2:47])=[O:46])[CH2:41][CH2:40]1.O=C1N([ClH]P([ClH]N2CCOC2=O)=O)CCO1.C(N(CC)CC)C. The catalyst is ClCCl.CN(C)C=O. The product is [C:1]([O:5][C:6](=[O:7])[NH:8][C@H:9]([CH2:29][C:30]1[CH:35]=[C:34]([F:36])[C:33]([F:37])=[CH:32][C:31]=1[F:38])[CH2:10][C:11]([N:13]1[CH2:18][CH2:17][N:16]2[C:19]([C:25]([F:28])([F:26])[F:27])=[N:20][C:21]([C:22]([N:39]3[CH2:44][CH2:43][CH:42]([C:45](=[O:46])[NH2:47])[CH2:41][CH2:40]3)=[O:23])=[C:15]2[CH2:14]1)=[O:12])([CH3:3])([CH3:4])[CH3:2]. The yield is 0.980. (5) The reactants are [Cl:1][C:2]1[CH:3]=[C:4]([C@@H:12]([CH2:26][CH:27]2[CH2:31][CH2:30][CH2:29][CH2:28]2)[C:13]([NH:15][C:16]2[CH:21]=[N:20][C:19]([C:22](=[NH:25])[NH:23][OH:24])=[CH:18][N:17]=2)=[O:14])[CH:5]=[CH:6][C:7]=1[S:8]([CH3:11])(=[O:10])=[O:9].[C:32](N1CCCCC1)#[N:33]. No catalyst specified. The product is [NH2:33][C:32]1[O:24][N:23]=[C:22]([C:19]2[N:20]=[CH:21][C:16]([NH:15][C:13](=[O:14])[C@@H:12]([C:4]3[CH:5]=[CH:6][C:7]([S:8]([CH3:11])(=[O:9])=[O:10])=[C:2]([Cl:1])[CH:3]=3)[CH2:26][CH:27]3[CH2:28][CH2:29][CH2:30][CH2:31]3)=[N:17][CH:18]=2)[N:25]=1. The yield is 0.370. (6) The reactants are [CH3:1][O:2][C:3]1[C:12]([NH:13][C:14](=[O:18])OCC)=[N:11][C:10]2[C:5](=[CH:6][CH:7]=[C:8]([O:19][CH3:20])[CH:9]=2)[N:4]=1.[Cl:21][C:22]1[CH:27]=[CH:26][C:25]([N:28]2[CH2:33][CH2:32][NH:31][CH2:30][CH2:29]2)=[CH:24][CH:23]=1. No catalyst specified. The product is [CH3:1][O:2][C:3]1[C:12]([NH:13][C:14]([N:31]2[CH2:30][CH2:29][N:28]([C:25]3[CH:24]=[CH:23][C:22]([Cl:21])=[CH:27][CH:26]=3)[CH2:33][CH2:32]2)=[O:18])=[N:11][C:10]2[C:5](=[CH:6][CH:7]=[C:8]([O:19][CH3:20])[CH:9]=2)[N:4]=1. The yield is 0.860.